This data is from Full USPTO retrosynthesis dataset with 1.9M reactions from patents (1976-2016). The task is: Predict the reactants needed to synthesize the given product. (1) Given the product [Si:1]([O:8][C@H:9]([C@@:11]1([NH:30][C:31]([N:33]([CH3:35])[CH3:34])=[O:32])[C:12](=[O:29])[C@@:13]2([CH2:27][OH:28])[C@H:14]([O:37]2)[C@@H:15]1[NH:16][C:17](=[O:26])[O:18][CH2:19][C:20]1[CH:21]=[CH:22][CH:23]=[CH:24][CH:25]=1)[CH3:10])([C:4]([CH3:6])([CH3:5])[CH3:7])([CH3:3])[CH3:2], predict the reactants needed to synthesize it. The reactants are: [Si:1]([O:8][C@H:9]([C@:11]1([NH:30][C:31]([N:33]([CH3:35])[CH3:34])=[O:32])[C@@H:15]([NH:16][C:17](=[O:26])[O:18][CH2:19][C:20]2[CH:25]=[CH:24][CH:23]=[CH:22][CH:21]=2)[CH:14]=[C:13]([CH2:27][OH:28])[C:12]1=[O:29])[CH3:10])([C:4]([CH3:7])([CH3:6])[CH3:5])([CH3:3])[CH3:2].C[OH:37].C(Cl)Cl.OO.[OH-].[Na+]. (2) Given the product [NH2:1][C:2]1[N:3]([CH3:24])[C:4](=[O:23])[C:5]2([C:15]3[C:10](=[CH:11][CH:12]=[C:13]([C:34]4[CH:33]=[CH:32][CH:31]=[CH:30][C:29]=4[C:27]([N:26]([CH3:38])[CH3:25])=[O:28])[CH:14]=3)[O:9][CH:8]([C:17]3[CH:22]=[CH:21][CH:20]=[CH:19][CH:18]=3)[CH2:7]2)[N:6]=1, predict the reactants needed to synthesize it. The reactants are: [NH2:1][C:2]1[N:3]([CH3:24])[C:4](=[O:23])[C:5]2([C:15]3[C:10](=[CH:11][CH:12]=[C:13](Br)[CH:14]=3)[O:9][CH:8]([C:17]3[CH:22]=[CH:21][CH:20]=[CH:19][CH:18]=3)[CH2:7]2)[N:6]=1.[CH3:25][N:26]([CH3:38])[C:27]([C:29]1[CH:34]=[CH:33][CH:32]=[CH:31][C:30]=1B(O)O)=[O:28].